The task is: Predict the reaction yield, written as a fraction of the theoretical maximum amount of product (1.0 means a 100% yield; for example, 0.34 means a 34% yield).. This data is from Reaction yield outcomes from USPTO patents with 853,638 reactions. The reactants are [CH2:1]([NH:3][C:4]1[C:9]([CH:10]=O)=[CH:8][N:7]=[C:6]([S:12][CH3:13])[N:5]=1)[CH3:2].[Br:14][C:15]1[CH:20]=[CH:19][C:18]([CH2:21][C:22]([O:24]CC)=O)=[C:17]([Cl:27])[CH:16]=1.C(=O)([O-])[O-].[Cs+].[Cs+].C(OCC)(=O)C. The yield is 0.140. The catalyst is CC(N(C)C)=O. The product is [Br:14][C:15]1[CH:20]=[CH:19][C:18]([C:21]2[C:22](=[O:24])[N:3]([CH2:1][CH3:2])[C:4]3[N:5]=[C:6]([S:12][CH3:13])[N:7]=[CH:8][C:9]=3[CH:10]=2)=[C:17]([Cl:27])[CH:16]=1.